This data is from Forward reaction prediction with 1.9M reactions from USPTO patents (1976-2016). The task is: Predict the product of the given reaction. (1) The product is: [F:1][C:2]1[CH:19]=[C:18]([F:20])[C:17]([I:21])=[CH:16][C:3]=1[C:4](/[C:6](=[CH:12]/[NH:22][C@@H:23]([CH:26]([CH3:28])[CH3:27])[CH2:24][OH:25])/[C:7]([O:9][CH2:10][CH3:11])=[O:8])=[O:5]. Given the reactants [F:1][C:2]1[CH:19]=[C:18]([F:20])[C:17]([I:21])=[CH:16][C:3]=1[C:4](/[C:6](=[CH:12]/N(C)C)/[C:7]([O:9][CH2:10][CH3:11])=[O:8])=[O:5].[NH2:22][C@@H:23]([CH:26]([CH3:28])[CH3:27])[CH2:24][OH:25], predict the reaction product. (2) Given the reactants Cl.[CH2:2]([NH:4][S:5]([C:8]1[CH:13]=[CH:12][C:11]([O:14][CH3:15])=[CH:10][C:9]=1[C:16]1([OH:23])[CH2:21][CH2:20][NH:19][CH2:18][CH:17]1[CH3:22])(=[O:7])=[O:6])[CH3:3].[CH3:24][O:25][C:26]1[CH:40]=[CH:39][CH:38]=[CH:37][C:27]=1[O:28][C:29]1[CH:30]=[C:31]([CH:34]=[CH:35][CH:36]=1)[CH:32]=O.C([BH3-])#N.[Na+].C([O-])(O)=O.[Na+], predict the reaction product. The product is: [CH2:2]([NH:4][S:5]([C:8]1[CH:13]=[CH:12][C:11]([O:14][CH3:15])=[CH:10][C:9]=1[C:16]1([OH:23])[CH2:21][CH2:20][N:19]([CH2:32][C:31]2[CH:34]=[CH:35][CH:36]=[C:29]([O:28][C:27]3[CH:37]=[CH:38][CH:39]=[CH:40][C:26]=3[O:25][CH3:24])[CH:30]=2)[CH2:18][CH:17]1[CH3:22])(=[O:6])=[O:7])[CH3:3].